This data is from Full USPTO retrosynthesis dataset with 1.9M reactions from patents (1976-2016). The task is: Predict the reactants needed to synthesize the given product. (1) Given the product [C:1]([O:5][C:6]([NH:7][CH:8]([C:17]1[CH:18]=[CH:19][C:20]([O:23][S:41]([C:44]([F:47])([F:46])[F:45])(=[O:43])=[O:42])=[CH:21][CH:22]=1)[C:9]([N:11]1[CH2:15][CH2:14][C@H:13]([F:16])[CH2:12]1)=[O:10])=[O:24])([CH3:4])([CH3:2])[CH3:3], predict the reactants needed to synthesize it. The reactants are: [C:1]([O:5][C:6](=[O:24])[NH:7][CH:8]([C:17]1[CH:22]=[CH:21][C:20]([OH:23])=[CH:19][CH:18]=1)[C:9]([N:11]1[CH2:15][CH2:14][C@H:13]([F:16])[CH2:12]1)=[O:10])([CH3:4])([CH3:3])[CH3:2].CCN(C(C)C)C(C)C.C1C=CC(N([S:41]([C:44]([F:47])([F:46])[F:45])(=[O:43])=[O:42])[S:41]([C:44]([F:47])([F:46])[F:45])(=[O:43])=[O:42])=CC=1. (2) Given the product [CH3:1][NH:2][S:3]([C:6]1[CH:11]=[CH:10][C:9]([NH2:12])=[CH:8][CH:7]=1)(=[O:4])=[O:5], predict the reactants needed to synthesize it. The reactants are: [CH3:1][NH:2][S:3]([C:6]1[CH:11]=[CH:10][C:9]([N+:12]([O-])=O)=[CH:8][CH:7]=1)(=[O:5])=[O:4]. (3) Given the product [NH2:22][C:23]1[N:28]=[C:27]([N:1]2[C:9]3[C:4](=[C:5]([NH:10][C:11](=[O:21])[CH2:12][C:13]4[CH:18]=[CH:17][CH:16]=[C:15]([O:19][CH3:20])[CH:14]=4)[CH:6]=[CH:7][CH:8]=3)[CH:3]=[CH:2]2)[CH:26]=[CH:25][N:24]=1, predict the reactants needed to synthesize it. The reactants are: [NH:1]1[C:9]2[C:4](=[C:5]([NH:10][C:11](=[O:21])[CH2:12][C:13]3[CH:18]=[CH:17][CH:16]=[C:15]([O:19][CH3:20])[CH:14]=3)[CH:6]=[CH:7][CH:8]=2)[CH:3]=[CH:2]1.[NH2:22][C:23]1[N:28]=[C:27](Cl)[CH:26]=[CH:25][N:24]=1.C([O-])([O-])=O.[Cs+].[Cs+].O.